This data is from Full USPTO retrosynthesis dataset with 1.9M reactions from patents (1976-2016). The task is: Predict the reactants needed to synthesize the given product. (1) Given the product [CH:9]1[C:10]2[C:15](=[CH:14][CH:13]=[CH:12][CH:11]=2)[CH:16]=[CH:17][C:8]=1[NH:7][C:18]1([C:5]#[N:6])[CH2:21][CH2:20][CH2:19]1, predict the reactants needed to synthesize it. The reactants are: C[Si]([C:5]#[N:6])(C)C.[NH2:7][C:8]1[CH:17]=[CH:16][C:15]2[C:10](=[CH:11][CH:12]=[CH:13][CH:14]=2)[CH:9]=1.[C:18]1(=O)[CH2:21][CH2:20][CH2:19]1. (2) The reactants are: [C:1]([C:3]1[CH:8]=[CH:7][C:6]([C@@H:9]2[C:14]([C:15]([O:17]CC=C)=[O:16])=[C:13]([CH3:21])[N:12]([C:22]3[CH:27]=[CH:26][CH:25]=[C:24]([C:28]([F:31])([F:30])[F:29])[CH:23]=3)[C:11](=[O:32])[N:10]2[S:33]([CH3:36])(=[O:35])=[O:34])=[C:5]([S:37]([CH3:40])(=[O:39])=[O:38])[CH:4]=1)#[N:2].N1CCOCC1. Given the product [C:1]([C:3]1[CH:8]=[CH:7][C:6]([C@@H:9]2[C:14]([C:15]([OH:17])=[O:16])=[C:13]([CH3:21])[N:12]([C:22]3[CH:27]=[CH:26][CH:25]=[C:24]([C:28]([F:30])([F:31])[F:29])[CH:23]=3)[C:11](=[O:32])[N:10]2[S:33]([CH3:36])(=[O:34])=[O:35])=[C:5]([S:37]([CH3:40])(=[O:38])=[O:39])[CH:4]=1)#[N:2], predict the reactants needed to synthesize it. (3) The reactants are: [Cl:1][C:2]1[CH:3]=[C:4]([CH2:14][C:15]2[O:19][C:18]([C:20](O)=[O:21])=[CH:17][CH:16]=2)[C:5]2[O:9][C:8]([CH:10]([CH3:12])[CH3:11])=[CH:7][C:6]=2[CH:13]=1.[NH2:23][C:24]1[CH:25]=[C:26]([CH:31]=[CH:32][C:33]=1[NH2:34])[C:27]([O:29][CH3:30])=[O:28].Cl.CN(C)CCCN=C=NCC.O.ON1C2C=CC=CC=2N=N1. Given the product [NH2:34][C:33]1[CH:32]=[CH:31][C:26]([C:27]([O:29][CH3:30])=[O:28])=[CH:25][C:24]=1[NH:23][C:20]([C:18]1[O:19][C:15]([CH2:14][C:4]2[C:5]3[O:9][C:8]([CH:10]([CH3:11])[CH3:12])=[CH:7][C:6]=3[CH:13]=[C:2]([Cl:1])[CH:3]=2)=[CH:16][CH:17]=1)=[O:21], predict the reactants needed to synthesize it. (4) Given the product [O:3]1[C:7]2[CH:8]=[CH:9][CH:10]=[C:11]([CH:12]3[CH2:17][CH2:16][N:15]([CH2:18][CH2:19][C@H:20]4[CH2:21][CH2:22][C@H:23]([NH:26][C:27](=[O:32])[CH2:28][CH2:29][CH2:30][CH3:31])[CH2:24][CH2:25]4)[CH2:14][CH2:13]3)[C:6]=2[CH2:5][CH2:4]1, predict the reactants needed to synthesize it. The reactants are: Cl.Cl.[O:3]1[C:7]2[CH:8]=[CH:9][CH:10]=[C:11]([CH:12]3[CH2:17][CH2:16][N:15]([CH2:18][CH2:19][C@H:20]4[CH2:25][CH2:24][C@H:23]([NH2:26])[CH2:22][CH2:21]4)[CH2:14][CH2:13]3)[C:6]=2[CH2:5][CH2:4]1.[C:27](O)(=[O:32])[CH2:28][CH2:29][CH2:30][CH3:31]. (5) Given the product [C:18]([C:22]1[CH:30]=[CH:29][C:25]([C:26]([NH:5][C:4]2[CH:6]=[CH:7][CH:8]=[C:2]([B:31]3[O:35][C:34]([CH3:37])([CH3:36])[C:33]([CH3:39])([CH3:38])[O:32]3)[C:3]=2[CH2:9][O:10][Si:11]([C:14]([CH3:17])([CH3:16])[CH3:15])([CH3:13])[CH3:12])=[O:27])=[CH:24][CH:23]=1)([CH3:21])([CH3:20])[CH3:19], predict the reactants needed to synthesize it. The reactants are: Br[C:2]1[C:3]([CH2:9][O:10][Si:11]([C:14]([CH3:17])([CH3:16])[CH3:15])([CH3:13])[CH3:12])=[C:4]([CH:6]=[CH:7][CH:8]=1)[NH2:5].[C:18]([C:22]1[CH:30]=[CH:29][C:25]([C:26](Cl)=[O:27])=[CH:24][CH:23]=1)([CH3:21])([CH3:20])[CH3:19].[B:31]1([B:31]2[O:35][C:34]([CH3:37])([CH3:36])[C:33]([CH3:39])([CH3:38])[O:32]2)[O:35][C:34]([CH3:37])([CH3:36])[C:33]([CH3:39])([CH3:38])[O:32]1.C([O-])(=O)C.[K+]. (6) Given the product [Br:18][CH:9]([C:10]1[CH:15]=[CH:14][N:13]=[C:12]([F:16])[CH:11]=1)[C:8]([C:5]1[CH:4]=[CH:3][C:2]([F:1])=[CH:7][CH:6]=1)=[O:17], predict the reactants needed to synthesize it. The reactants are: [F:1][C:2]1[CH:7]=[CH:6][C:5]([C:8](=[O:17])[CH2:9][C:10]2[CH:15]=[CH:14][N:13]=[C:12]([F:16])[CH:11]=2)=[CH:4][CH:3]=1.[Br:18]N1C(=O)CCC1=O.C([O-])(O)=O.[Na+]. (7) Given the product [CH2:12]([O:14][C:15]([C:16]1[NH:17][C:2]2[C:3]([F:10])=[CH:4][N:5]=[CH:6][C:7]=2[C:8]=1[NH2:9])=[O:18])[CH3:13], predict the reactants needed to synthesize it. The reactants are: Cl[C:2]1[C:7]([C:8]#[N:9])=[CH:6][N:5]=[CH:4][C:3]=1[F:10].Cl.[CH2:12]([O:14][C:15](=[O:18])[CH2:16][NH2:17])[CH3:13].[Na].